This data is from Full USPTO retrosynthesis dataset with 1.9M reactions from patents (1976-2016). The task is: Predict the reactants needed to synthesize the given product. Given the product [CH2:50]([N:52]([C:53]1[CH:58]=[CH:57][CH:56]=[CH:55][CH:54]=1)[C:12]([C:11]1[C:6]2[C:5]3[S:25][C:2]([CH3:1])=[CH:3][C:4]=3[N:23]([CH3:24])[C:7]=2[C:8](=[O:22])[N:9]([C:15]2[CH:20]=[CH:19][C:18]([CH3:21])=[CH:17][CH:16]=2)[N:10]=1)=[O:13])[CH3:51], predict the reactants needed to synthesize it. The reactants are: [CH3:1][C:2]1[S:25][C:5]2[C:6]3[C:11]([C:12](O)=[O:13])=[N:10][N:9]([C:15]4[CH:20]=[CH:19][C:18]([CH3:21])=[CH:17][CH:16]=4)[C:8](=[O:22])[C:7]=3[N:23]([CH3:24])[C:4]=2[CH:3]=1.CN(C(ON1N=NC2C=CC=NC1=2)=[N+](C)C)C.F[P-](F)(F)(F)(F)F.[CH2:50]([NH:52][C:53]1[CH:58]=[CH:57][CH:56]=[CH:55][CH:54]=1)[CH3:51].CCN(C(C)C)C(C)C.